Dataset: Reaction yield outcomes from USPTO patents with 853,638 reactions. Task: Predict the reaction yield, written as a fraction of the theoretical maximum amount of product (1.0 means a 100% yield; for example, 0.34 means a 34% yield). (1) The reactants are [Cl-].O[NH3+:3].[C:4](=[O:7])([O-])[OH:5].[Na+].CS(C)=O.[CH2:13]([C:15]1[N:20]=[CH:19][C:18]([CH2:21][N:22]2[C:27](=[O:28])[C:26]([CH2:29][C:30]3[CH:35]=[CH:34][C:33]([C:36]4[C:37]([C:42]#[N:43])=[CH:38][CH:39]=[CH:40][CH:41]=4)=[CH:32][CH:31]=3)=[C:25]([CH2:44][CH2:45][CH3:46])[N:24]3[N:47]=[C:48]([CH3:50])[N:49]=[C:23]23)=[CH:17][CH:16]=1)[CH3:14]. The catalyst is C(OCC)(=O)C. The product is [CH2:13]([C:15]1[N:20]=[CH:19][C:18]([CH2:21][N:22]2[C:27](=[O:28])[C:26]([CH2:29][C:30]3[CH:35]=[CH:34][C:33]([C:36]4[CH:41]=[CH:40][CH:39]=[CH:38][C:37]=4[C:42]4[NH:3][C:4](=[O:7])[O:5][N:43]=4)=[CH:32][CH:31]=3)=[C:25]([CH2:44][CH2:45][CH3:46])[N:24]3[N:47]=[C:48]([CH3:50])[N:49]=[C:23]23)=[CH:17][CH:16]=1)[CH3:14]. The yield is 0.460. (2) The reactants are [CH3:1][O-:2].[Na+].[O:4]1C2C=CC=CC=2N[C:6](=O)[CH2:5]1.[CH3:15][N:16](C)[C:17]1C=C[C:20]([CH:21]=[O:22])=CC=1. The catalyst is CN(C=O)C. The product is [CH2:5]([OH:4])[CH3:6].[CH3:15][N:16]([CH:1]=[O:2])[CH3:17].[CH2:21]([OH:22])[CH3:20]. The yield is 0.300. (3) The reactants are Cl[C:2]1[CH:3]=[CH:4][C:5]2[N:6]=[C:7]([NH2:20])[N:8]3[C:16]4[CH:15]=[CH:14][CH:13]=[C:12]([F:17])[C:11]=4[CH:10]=[C:9]3[C:18]=2[N:19]=1.[F:21][C:22]1[CH:27]=[CH:26][C:25]([C:28]2[O:29][C:30]3[CH:40]=[C:39]([N:41]([CH3:46])[S:42]([CH3:45])(=[O:44])=[O:43])[C:38](B4OC(C)(C)C(C)(C)O4)=[CH:37][C:31]=3[C:32]=2[C:33]([NH:35][CH3:36])=[O:34])=[CH:24][CH:23]=1. The catalyst is O1CCOCC1. The product is [NH2:20][C:7]1[N:8]2[C:16]3[CH:15]=[CH:14][CH:13]=[C:12]([F:17])[C:11]=3[CH:10]=[C:9]2[C:18]2[N:19]=[C:2]([C:38]3[C:39]([N:41]([CH3:46])[S:42]([CH3:45])(=[O:44])=[O:43])=[CH:40][C:30]4[O:29][C:28]([C:25]5[CH:26]=[CH:27][C:22]([F:21])=[CH:23][CH:24]=5)=[C:32]([C:33]([NH:35][CH3:36])=[O:34])[C:31]=4[CH:37]=3)[CH:3]=[CH:4][C:5]=2[N:6]=1. The yield is 0.0800. (4) The reactants are [C:1]([OH:26])(=O)[CH2:2][CH2:3][C@H:4]([C@@H:6]1[C@:23]2([CH3:24])[C@H:9]([C@H:10]3[C@H:20]([CH2:21][CH2:22]2)[C@:18]2([CH3:19])[C@@H:13]([CH2:14][CH2:15][CH2:16][CH2:17]2)[CH2:12][CH2:11]3)[CH2:8][CH2:7]1)[CH3:5].C(Cl)(=O)C([Cl:30])=O. The catalyst is C(Cl)Cl. The product is [C:1]([Cl:30])(=[O:26])[CH2:2][CH2:3][C@H:4]([C@@H:6]1[C@:23]2([CH3:24])[C@H:9]([C@H:10]3[C@H:20]([CH2:21][CH2:22]2)[C@:18]2([CH3:19])[C@@H:13]([CH2:14][CH2:15][CH2:16][CH2:17]2)[CH2:12][CH2:11]3)[CH2:8][CH2:7]1)[CH3:5]. The yield is 1.00. (5) The reactants are [F:1][CH:2]([F:8])[C:3]([O:5]CC)=O.[CH3:9][C:10]([C:12]1[CH:17]=[CH:16][C:15]([C:18]([F:21])([F:20])[F:19])=[CH:14][CH:13]=1)=[O:11]. No catalyst specified. The product is [F:8][CH:2]([F:1])[C:3](=[O:5])[CH2:9][C:10]([C:12]1[CH:17]=[CH:16][C:15]([C:18]([F:19])([F:20])[F:21])=[CH:14][CH:13]=1)=[O:11]. The yield is 1.01.